The task is: Predict the product of the given reaction.. This data is from Forward reaction prediction with 1.9M reactions from USPTO patents (1976-2016). (1) Given the reactants C[O:2][C:3]([C:5]1[CH:10]=[N:9][C:8]([N:11]2[CH2:16][CH2:15][CH2:14][CH2:13][CH2:12]2)=[C:7](Br)[N:6]=1)=[O:4].[CH:18]1([CH2:21][OH:22])[CH2:20][CH2:19]1.[H-].[Na+].[OH-].[K+], predict the reaction product. The product is: [CH:18]1([CH2:21][O:22][C:7]2[N:6]=[C:5]([C:3]([OH:2])=[O:4])[CH:10]=[N:9][C:8]=2[N:11]2[CH2:16][CH2:15][CH2:14][CH2:13][CH2:12]2)[CH2:20][CH2:19]1. (2) Given the reactants [O:1]=[C:2]1[CH2:10][C:9]2[C:4](=[CH:5][CH:6]=[C:7]([C:11]([OH:13])=O)[CH:8]=2)[NH:3]1.F[B-](F)(F)F.N1(OC(N(C)C)=[N+](C)C)C2C=CC=CC=2N=N1.O.ON1C2C=CC=CC=2N=N1.C(N(CC)C(C)C)(C)C.[CH3:56][O:57][CH2:58][CH2:59][NH2:60].C(=O)([O-])O.[Na+], predict the reaction product. The product is: [CH3:56][O:57][CH2:58][CH2:59][NH:60][C:11]([C:7]1[CH:8]=[C:9]2[C:4](=[CH:5][CH:6]=1)[NH:3][C:2](=[O:1])[CH2:10]2)=[O:13]. (3) Given the reactants [CH3:1]C1C=CC(S(O)(=O)=O)=CC=1.[NH2:12][C:13]1[CH:18]=[C:17]([F:19])[CH:16]=[CH:15][C:14]=1[NH:20][C:21]1[N:29]=[C:28]2[C:24]([NH:25][C:26](=[O:41])[N:27]2[C@H:30]2[C:39]3[C:34](=[C:35]([F:40])[CH:36]=[CH:37][CH:38]=3)[O:33][CH2:32][CH2:31]2)=[CH:23][N:22]=1, predict the reaction product. The product is: [F:19][C:17]1[CH:16]=[CH:15][C:14]2[N:20]([C:21]3[N:29]=[C:28]4[C:24]([NH:25][C:26](=[O:41])[N:27]4[C@H:30]4[C:39]5[C:34](=[C:35]([F:40])[CH:36]=[CH:37][CH:38]=5)[O:33][CH2:32][CH2:31]4)=[CH:23][N:22]=3)[CH:1]=[N:12][C:13]=2[CH:18]=1. (4) Given the reactants Br[C:2]1[CH:3]=[CH:4][C:5]2[N:6]([CH:23]=1)[C:7](=[O:22])[CH:8]=[C:9]([C:11]1[CH:21]=[C:14]3[C:15]([CH3:20])=[N:16][C:17]([CH3:19])=[CH:18][N:13]3[N:12]=1)[N:10]=2.C(N(CC)CC)C.[CH2:31]([NH:34][C:35](=[O:41])[O:36][C:37]([CH3:40])([CH3:39])[CH3:38])[C:32]#[CH:33].O, predict the reaction product. The product is: [CH3:20][C:15]1[C:14]2[N:13]([N:12]=[C:11]([C:9]3[N:10]=[C:5]4[CH:4]=[CH:3][C:2]([C:33]#[C:32][CH2:31][NH:34][C:35](=[O:41])[O:36][C:37]([CH3:39])([CH3:38])[CH3:40])=[CH:23][N:6]4[C:7](=[O:22])[CH:8]=3)[CH:21]=2)[CH:18]=[C:17]([CH3:19])[N:16]=1.